Dataset: Catalyst prediction with 721,799 reactions and 888 catalyst types from USPTO. Task: Predict which catalyst facilitates the given reaction. Reactant: N#N.[C:3]([O:7][C:8](=[O:25])[NH:9][C:10]1[N:11]=[C:12]([CH2:15][C:16]2[CH:21]=[CH:20][CH:19]=[C:18]([C:22](=[O:24])[CH3:23])[CH:17]=2)[O:13][CH:14]=1)([CH3:6])([CH3:5])[CH3:4].[H-].[Na+].[F:28][C:29]([F:42])([F:41])[C:30]1[CH:35]=[CH:34][C:33]([CH:36]=[CH:37]C(Cl)=O)=[CH:32][CH:31]=1. Product: [C:3]([O:7][C:8](=[O:25])[N:9]([C:10]1[N:11]=[C:12]([CH2:15][C:16]2[CH:21]=[CH:20][CH:19]=[C:18]([C:22](=[O:24])[CH3:23])[CH:17]=2)[O:13][CH:14]=1)[CH:37]=[CH:36][C:33]1[CH:32]=[CH:31][C:30]([C:29]([F:28])([F:41])[F:42])=[CH:35][CH:34]=1)([CH3:6])([CH3:4])[CH3:5]. The catalyst class is: 20.